From a dataset of Catalyst prediction with 721,799 reactions and 888 catalyst types from USPTO. Predict which catalyst facilitates the given reaction. Reactant: [F:1][C:2]([F:17])([F:16])[C:3]1[CH:8]=[CH:7][C:6]([C:9]2[C:10](=[O:15])[NH:11][CH:12]=[CH:13][CH:14]=2)=[CH:5][CH:4]=1.C(P(CCCC)CCCC)CCC.O[CH:32]([C:39]1[CH:44]=[CH:43][CH:42]=[CH:41][C:40]=1[O:45][CH3:46])[CH2:33][N:34]1[CH2:38][CH2:37][CH2:36][CH2:35]1. Product: [CH3:46][O:45][C:40]1[CH:41]=[CH:42][CH:43]=[CH:44][C:39]=1[CH:32]([N:11]1[CH:12]=[CH:13][CH:14]=[C:9]([C:6]2[CH:5]=[CH:4][C:3]([C:2]([F:1])([F:16])[F:17])=[CH:8][CH:7]=2)[C:10]1=[O:15])[CH2:33][N:34]1[CH2:38][CH2:37][CH2:36][CH2:35]1.[CH3:46][O:45][C:40]1[CH:41]=[CH:42][CH:43]=[CH:44][C:39]=1[CH:32]([C:10]1[C:9]([C:6]2[CH:7]=[CH:8][C:3]([C:2]([F:17])([F:16])[F:1])=[CH:4][CH:5]=2)=[CH:14][CH:13]=[CH:12][N:11]=1)[CH2:33][N:34]1[CH2:38][CH2:37][CH2:36][CH2:35]1. The catalyst class is: 1.